Dataset: Forward reaction prediction with 1.9M reactions from USPTO patents (1976-2016). Task: Predict the product of the given reaction. (1) Given the reactants [C:1]1([SH:7])[CH:6]=[CH:5][CH:4]=[CH:3][CH:2]=1.[C:8]([O-:11])([O-])=[O:9].[K+].[K+].[C:14]12([CH2:22]C(NC(NC3C=CC=C4C=3C=CN=C4)=O)C3C=CC=CC=3O1)[CH2:17][CH2:16][CH2:15]2, predict the reaction product. The product is: [C:1]1([S:7][C:14]2([CH2:22][C:8]([OH:11])=[O:9])[CH2:17][CH2:16][CH2:15]2)[CH:6]=[CH:5][CH:4]=[CH:3][CH:2]=1. (2) The product is: [C:4]([C:6]1[O:7][C:8]([CH2:11][N:12]2[CH:16]=[CH:15][C:14]([NH:17][C:18]([C:20]3[N:21]=[CH:22][O:23][C:24]=3[C:25]3[CH:30]=[CH:29][CH:28]=[CH:27][CH:26]=3)=[O:19])=[N:13]2)=[CH:9][N:10]=1)(=[O:3])[CH3:5]. Given the reactants N#N.[OH:3][CH:4]([C:6]1[O:7][C:8]([CH2:11][N:12]2[CH:16]=[CH:15][C:14]([NH:17][C:18]([C:20]3[N:21]=[CH:22][O:23][C:24]=3[C:25]3[CH:30]=[CH:29][CH:28]=[CH:27][CH:26]=3)=[O:19])=[N:13]2)=[CH:9][N:10]=1)[CH3:5], predict the reaction product.